This data is from Peptide-MHC class I binding affinity with 185,985 pairs from IEDB/IMGT. The task is: Regression. Given a peptide amino acid sequence and an MHC pseudo amino acid sequence, predict their binding affinity value. This is MHC class I binding data. (1) The peptide sequence is VPIAWAAA. The MHC is HLA-C04:01 with pseudo-sequence HLA-C04:01. The binding affinity (normalized) is 0.0847. (2) The peptide sequence is SREVISHRL. The MHC is HLA-B27:05 with pseudo-sequence HLA-B27:05. The binding affinity (normalized) is 0.232. (3) The peptide sequence is ITPMGVLTI. The MHC is Mamu-A01 with pseudo-sequence Mamu-A01. The binding affinity (normalized) is 1.00. (4) The peptide sequence is FLKENGGL. The MHC is HLA-A33:01 with pseudo-sequence HLA-A33:01. The binding affinity (normalized) is 0. (5) The peptide sequence is VLQAGFFLLT. The MHC is HLA-A31:01 with pseudo-sequence HLA-A31:01. The binding affinity (normalized) is 0.226. (6) The peptide sequence is ARHGEYAPF. The MHC is HLA-B15:09 with pseudo-sequence HLA-B15:09. The binding affinity (normalized) is 0.0847. (7) The peptide sequence is VIANSTNAT. The MHC is HLA-B15:01 with pseudo-sequence HLA-B15:01. The binding affinity (normalized) is 0.0847. (8) The peptide sequence is LLHQSSDKFV. The MHC is HLA-A02:03 with pseudo-sequence HLA-A02:03. The binding affinity (normalized) is 0.597. (9) The peptide sequence is SLRAEDTAVYY. The MHC is HLA-A29:02 with pseudo-sequence HLA-A29:02. The binding affinity (normalized) is 0.490. (10) The binding affinity (normalized) is 0.0847. The peptide sequence is RRYDKLMSF. The MHC is HLA-A68:02 with pseudo-sequence HLA-A68:02.